From a dataset of Full USPTO retrosynthesis dataset with 1.9M reactions from patents (1976-2016). Predict the reactants needed to synthesize the given product. Given the product [CH3:9][O:10][C:11]1[CH:12]=[CH:13][C:14]([C:17]2[N:18]=[C:19]([CH2:22][CH2:23][CH2:24][CH2:25][CH2:26][CH2:27][C:28]([OH:31])=[O:29])[S:20][CH:21]=2)=[CH:15][CH:16]=1, predict the reactants needed to synthesize it. The reactants are: CC(=CC)C.Cl[O-].[Na+].[CH3:9][O:10][C:11]1[CH:16]=[CH:15][C:14]([C:17]2[N:18]=[C:19]([CH2:22][CH2:23][CH2:24][CH2:25][CH2:26][CH2:27][CH:28]=[O:29])[S:20][CH:21]=2)=[CH:13][CH:12]=1.P([O-])(O)(O)=[O:31].[K+].